Dataset: Catalyst prediction with 721,799 reactions and 888 catalyst types from USPTO. Task: Predict which catalyst facilitates the given reaction. (1) The catalyst class is: 290. Product: [CH2:1]([O:4][N:5]1[C:34](=[O:36])[N:8]2[CH2:7][CH:6]1[C:11]([CH2:12][O:13][CH3:14])=[CH:10][C@H:9]2[CH2:15][O:16][Si:17]([C:20]([CH3:23])([CH3:22])[CH3:21])([CH3:18])[CH3:19])[CH:2]=[CH2:3]. Reactant: [CH2:1]([O:4][NH:5][C@H:6]1[C:11]([CH2:12][O:13][CH3:14])=[CH:10][CH:9]([CH2:15][O:16][Si:17]([C:20]([CH3:23])([CH3:22])[CH3:21])([CH3:19])[CH3:18])[NH:8][CH2:7]1)[CH:2]=[CH2:3].C(N(C(C)C)C(C)C)C.Cl[C:34](Cl)([O:36]C(=O)OC(Cl)(Cl)Cl)Cl. (2) Reactant: B(Br)(Br)Br.[Cl:5][C:6]1[C:15]2[C:10](=[CH:11][C:12]([O:16]C)=[CH:13][CH:14]=2)[CH:9]=[CH:8][C:7]=1[CH2:18][CH:19]1[CH2:23][CH2:22][N:21]([CH:24]2[CH2:29][CH2:28][CH2:27][CH2:26][CH2:25]2)[C:20]1=[O:30].O.CO. The catalyst class is: 2. Product: [Cl:5][C:6]1[C:15]2[C:10](=[CH:11][C:12]([OH:16])=[CH:13][CH:14]=2)[CH:9]=[CH:8][C:7]=1[CH2:18][CH:19]1[CH2:23][CH2:22][N:21]([CH:24]2[CH2:29][CH2:28][CH2:27][CH2:26][CH2:25]2)[C:20]1=[O:30].